The task is: Regression. Given a peptide amino acid sequence and an MHC pseudo amino acid sequence, predict their binding affinity value. This is MHC class I binding data.. This data is from Peptide-MHC class I binding affinity with 185,985 pairs from IEDB/IMGT. (1) The peptide sequence is LVSDYCNVLNKEFT. The MHC is HLA-A68:02 with pseudo-sequence HLA-A68:02. The binding affinity (normalized) is 0.147. (2) The peptide sequence is RRAARAEYL. The MHC is HLA-B07:02 with pseudo-sequence HLA-B07:02. The binding affinity (normalized) is 0.292. (3) The peptide sequence is HPRARSMSS. The MHC is HLA-B58:01 with pseudo-sequence HLA-B58:01. The binding affinity (normalized) is 0.0847. (4) The peptide sequence is TVGYMYIMK. The MHC is HLA-B46:01 with pseudo-sequence HLA-B46:01. The binding affinity (normalized) is 0.0847.